Dataset: Catalyst prediction with 721,799 reactions and 888 catalyst types from USPTO. Task: Predict which catalyst facilitates the given reaction. (1) Reactant: [F:1][C:2]1([F:53])[CH2:7][CH2:6][CH:5]([C:8]2[C:17]3[C@@H:16]([OH:18])[CH2:15][C:14]([CH3:20])([CH3:19])[CH2:13][C:12]=3[N:11]=[C:10]([CH:21]3[CH2:26][CH2:25][N:24]([C:27]4[N:32]=[CH:31][C:30]([O:33][CH2:34][C:35]([CH2:39][OH:40])([CH3:38])[CH2:36][OH:37])=[CH:29][N:28]=4)[CH2:23][CH2:22]3)[C:9]=2[C@@H:41]([F:52])[C:42]2[CH:47]=[CH:46][C:45]([C:48]([F:51])([F:50])[F:49])=[CH:44][CH:43]=2)[CH2:4][CH2:3]1.[BrH:54]. Product: [BrH:54].[BrH:54].[F:53][C:2]1([F:1])[CH2:3][CH2:4][CH:5]([C:8]2[C:17]3[C@@H:16]([OH:18])[CH2:15][C:14]([CH3:19])([CH3:20])[CH2:13][C:12]=3[N:11]=[C:10]([CH:21]3[CH2:26][CH2:25][N:24]([C:27]4[N:32]=[CH:31][C:30]([O:33][CH2:34][C:35]([CH2:39][OH:40])([CH3:38])[CH2:36][OH:37])=[CH:29][N:28]=4)[CH2:23][CH2:22]3)[C:9]=2[C@@H:41]([F:52])[C:42]2[CH:47]=[CH:46][C:45]([C:48]([F:49])([F:51])[F:50])=[CH:44][CH:43]=2)[CH2:6][CH2:7]1. The catalyst class is: 311. (2) Reactant: [Cl:1][C:2]1[CH:3]=[C:4]([C:12]2[O:16][N:15]=[C:14]([C:17]3[CH:18]=[CH:19][CH:20]=[C:21]4[C:25]=3[N:24]([CH3:26])[CH:23]=[C:22]4[CH2:27][C@@H:28]([CH3:33])[C:29]([O:31]C)=[O:30])[N:13]=2)[CH:5]=[CH:6][C:7]=1[O:8][CH:9]([CH3:11])[CH3:10].[OH-].[Na+].Cl. Product: [Cl:1][C:2]1[CH:3]=[C:4]([C:12]2[O:16][N:15]=[C:14]([C:17]3[CH:18]=[CH:19][CH:20]=[C:21]4[C:25]=3[N:24]([CH3:26])[CH:23]=[C:22]4[CH2:27][C@@H:28]([CH3:33])[C:29]([OH:31])=[O:30])[N:13]=2)[CH:5]=[CH:6][C:7]=1[O:8][CH:9]([CH3:10])[CH3:11]. The catalyst class is: 1. (3) Reactant: [NH:1]1[CH2:6][CH2:5][O:4][CH2:3][CH2:2]1.[CH3:7][O:8][C:9](=[O:17])[C:10]1[CH:15]=[CH:14][C:13](F)=[CH:12][CH:11]=1. Product: [CH3:7][O:8][C:9](=[O:17])[C:10]1[CH:15]=[CH:14][C:13]([N:1]2[CH2:6][CH2:5][O:4][CH2:3][CH2:2]2)=[CH:12][CH:11]=1. The catalyst class is: 6. (4) Reactant: [C:1]([O:4][C@@H:5]1[C@@H:10]([O:11][C:12](=[O:14])[CH3:13])[C@H:9]([O:15][C:16](=[O:18])[CH3:17])[C@@H:8]([CH2:19][O:20][C:21](=[O:23])[CH3:22])[O:7][C@H:6]1[O:24][C:25]1[C:29]([CH2:30][C:31]2[CH:36]=[CH:35][C:34]([O:37][CH2:38][CH2:39][CH2:40][OH:41])=[CH:33][C:32]=2[CH3:42])=[C:28]([CH:43]([CH3:45])[CH3:44])[NH:27][N:26]=1)(=[O:3])[CH3:2].C(N(CC)CC)C.[CH3:53][S:54](Cl)(=[O:56])=[O:55].Cl. Product: [C:1]([O:4][C@@H:5]1[C@@H:10]([O:11][C:12](=[O:14])[CH3:13])[C@H:9]([O:15][C:16](=[O:18])[CH3:17])[C@@H:8]([CH2:19][O:20][C:21](=[O:23])[CH3:22])[O:7][C@H:6]1[O:24][C:25]1[C:29]([CH2:30][C:31]2[CH:36]=[CH:35][C:34]([O:37][CH2:38][CH2:39][CH2:40][O:41][S:54]([CH3:53])(=[O:56])=[O:55])=[CH:33][C:32]=2[CH3:42])=[C:28]([CH:43]([CH3:45])[CH3:44])[NH:27][N:26]=1)(=[O:3])[CH3:2]. The catalyst class is: 4. (5) Reactant: [NH2:1][C:2]1[N:3]=[C:4]([N:20]2[CH2:25][CH2:24][NH:23][CH2:22][CH2:21]2)[C:5]2[N:10]=[C:9]([CH2:11][CH2:12][C:13]3[CH:18]=[CH:17][C:16]([F:19])=[CH:15][CH:14]=3)[S:8][C:6]=2[N:7]=1.[CH3:26][C:27]1[CH:28]=[C:29]([N:33]=[C:34]=[O:35])[CH:30]=[CH:31][CH:32]=1. Product: [NH2:1][C:2]1[N:3]=[C:4]([N:20]2[CH2:25][CH2:24][N:23]([C:34](=[O:35])[NH:33][C:29]3[CH:28]=[C:27]([CH3:26])[CH:32]=[CH:31][CH:30]=3)[CH2:22][CH2:21]2)[C:5]2[N:10]=[C:9]([CH2:11][CH2:12][C:13]3[CH:18]=[CH:17][C:16]([F:19])=[CH:15][CH:14]=3)[S:8][C:6]=2[N:7]=1. The catalyst class is: 4. (6) Reactant: [C:1]([C:3](=[CH:8][C:9]1[CH:14]=[CH:13][CH:12]=[CH:11][C:10]=1[F:15])[C:4]([O:6][CH3:7])=O)#[N:2].C[O-:17].[Na+].[C:19](#[N:23])[CH2:20][C:21]#[N:22]. Product: [F:15][C:10]1[CH:11]=[CH:12][CH:13]=[CH:14][C:9]=1[C:8]1[C:3]([C:1]#[N:2])=[C:4]([O:6][CH3:7])[N:22]=[C:21]([OH:17])[C:20]=1[C:19]#[N:23]. The catalyst class is: 5.